Dataset: Catalyst prediction with 721,799 reactions and 888 catalyst types from USPTO. Task: Predict which catalyst facilitates the given reaction. (1) The catalyst class is: 8. Product: [Cl:8][C:7]1[C:2]([N:11]2[CH2:15][CH2:14][CH:13]([C:16]([O:18][CH3:19])=[O:17])[CH2:12]2)=[CH:3][C:4](=[O:10])[N:5]([CH3:9])[N:6]=1. Reactant: Cl[C:2]1[C:7]([Cl:8])=[N:6][N:5]([CH3:9])[C:4](=[O:10])[CH:3]=1.[NH:11]1[CH2:15][CH2:14][CH:13]([C:16]([O:18][CH3:19])=[O:17])[CH2:12]1.Cl.C(N(CC)CC)C. (2) Reactant: [CH3:1][N:2]1[C:6]([OH:7])=[C:5]([CH3:8])[C:4]([C:9]([F:12])([F:11])[F:10])=[N:3]1.C(=O)([O-])[O-].[K+].[K+].FC(F)(F)S(O[CH2:25][C:26]([F:29])([F:28])[F:27])(=O)=O.O. Product: [CH3:1][N:2]1[C:6]([O:7][CH2:25][C:26]([F:29])([F:28])[F:27])=[C:5]([CH3:8])[C:4]([C:9]([F:11])([F:10])[F:12])=[N:3]1. The catalyst class is: 9. (3) Reactant: [CH3:1][C:2]1[N:12]=[C:11]2[N:6]([CH2:7][CH2:8][CH2:9][CH:10]2[OH:13])[C:4](=[O:5])[C:3]=1[CH2:14][CH2:15][N:16]1[CH2:21][CH2:20][CH:19]([C:22]2[C:23]3[CH:24]=[CH:25][C:26]([F:31])=[CH:27][C:28]=3[O:29][N:30]=2)[CH2:18][CH2:17]1.[C:32]1([CH3:42])[CH:37]=[CH:36][C:35]([S:38]([OH:41])(=[O:40])=[O:39])=[CH:34][CH:33]=1. Product: [CH3:1][C:2]1[N:12]=[C:11]2[N:6]([CH2:7][CH2:8][CH2:9][CH:10]2[OH:13])[C:4](=[O:5])[C:3]=1[CH2:14][CH2:15][N:16]1[CH2:21][CH2:20][CH:19]([C:22]2[C:23]3[CH:24]=[CH:25][C:26]([F:31])=[CH:27][C:28]=3[O:29][N:30]=2)[CH2:18][CH2:17]1.[S:38]([C:35]1[CH:36]=[CH:37][C:32]([CH3:42])=[CH:33][CH:34]=1)([O-:41])(=[O:40])=[O:39]. The catalyst class is: 8. (4) Reactant: C([O:3][C:4]([C:6]1[N:14]([CH3:15])[C:9]2=[CH:10][N:11]=[CH:12][CH:13]=[C:8]2[CH:7]=1)=[O:5])C.[OH-].[Na+].CC(O)=O. Product: [CH3:15][N:14]1[C:9]2=[CH:10][N:11]=[CH:12][CH:13]=[C:8]2[CH:7]=[C:6]1[C:4]([OH:5])=[O:3]. The catalyst class is: 14. (5) Reactant: [OH:1][C@H:2]([C:27]1[CH:32]=[CH:31][CH:30]=[CH:29][CH:28]=1)[CH2:3][NH:4][C:5]1[CH:10]=[CH:9][C:8]([CH2:11][CH2:12][NH:13][CH2:14][C@H:15]([OH:26])[C:16]2[CH:21]=[CH:20][C:19]([OH:22])=[C:18]([NH:23][CH:24]=[O:25])[CH:17]=2)=[CH:7][CH:6]=1.[Cl-:33].[NH4+].O. Product: [ClH:33].[OH:1][C@H:2]([C:27]1[CH:28]=[CH:29][CH:30]=[CH:31][CH:32]=1)[CH2:3][NH:4][C:5]1[CH:10]=[CH:9][C:8]([CH2:11][CH2:12][NH:13][CH2:14][C@H:15]([OH:26])[C:16]2[CH:21]=[CH:20][C:19]([OH:22])=[C:18]([NH:23][CH:24]=[O:25])[CH:17]=2)=[CH:7][CH:6]=1.[OH:1][C@H:2]([C:27]1[CH:28]=[CH:29][CH:30]=[CH:31][CH:32]=1)[CH2:3][NH:4][C:5]1[CH:10]=[CH:9][C:8]([CH2:11][CH2:12][NH:13][CH2:14][C@H:15]([OH:26])[C:16]2[CH:21]=[CH:20][C:19]([OH:22])=[C:18]([NH:23][CH:24]=[O:25])[CH:17]=2)=[CH:7][CH:6]=1. The catalyst class is: 32.